Dataset: Human liver microsome stability data. Task: Regression/Classification. Given a drug SMILES string, predict its absorption, distribution, metabolism, or excretion properties. Task type varies by dataset: regression for continuous measurements (e.g., permeability, clearance, half-life) or binary classification for categorical outcomes (e.g., BBB penetration, CYP inhibition). Dataset: hlm. The drug is CC(C)(C)c1cc(NC(=O)[C@@H]2CCCCN2C(=O)C2CCCCC2)no1. The result is 1 (stable in human liver microsomes).